Dataset: Merck oncology drug combination screen with 23,052 pairs across 39 cell lines. Task: Regression. Given two drug SMILES strings and cell line genomic features, predict the synergy score measuring deviation from expected non-interaction effect. (1) Drug 1: CN1C(=O)C=CC2(C)C3CCC4(C)C(NC(=O)OCC(F)(F)F)CCC4C3CCC12. Drug 2: O=P1(N(CCCl)CCCl)NCCCO1. Cell line: NCIH1650. Synergy scores: synergy=-4.08. (2) Drug 1: COC12C(COC(N)=O)C3=C(C(=O)C(C)=C(N)C3=O)N1CC1NC12. Drug 2: COC1CC2CCC(C)C(O)(O2)C(=O)C(=O)N2CCCCC2C(=O)OC(C(C)CC2CCC(OP(C)(C)=O)C(OC)C2)CC(=O)C(C)C=C(C)C(O)C(OC)C(=O)C(C)CC(C)C=CC=CC=C1C. Cell line: A2780. Synergy scores: synergy=20.4. (3) Drug 1: COc1cc(C2c3cc4c(cc3C(OC3OC5COC(C)OC5C(O)C3O)C3COC(=O)C23)OCO4)cc(OC)c1O. Drug 2: Cc1nc(Nc2ncc(C(=O)Nc3c(C)cccc3Cl)s2)cc(N2CCN(CCO)CC2)n1. Cell line: A375. Synergy scores: synergy=33.1. (4) Synergy scores: synergy=-1.18. Drug 2: C#Cc1cccc(Nc2ncnc3cc(OCCOC)c(OCCOC)cc23)c1. Drug 1: COc1cccc2c1C(=O)c1c(O)c3c(c(O)c1C2=O)CC(O)(C(=O)CO)CC3OC1CC(N)C(O)C(C)O1. Cell line: MSTO. (5) Drug 1: N#Cc1ccc(Cn2cncc2CN2CCN(c3cccc(Cl)c3)C(=O)C2)cc1. Drug 2: NC1CCCCC1N.O=C(O)C(=O)O.[Pt+2]. Cell line: T47D. Synergy scores: synergy=-22.1.